Dataset: Full USPTO retrosynthesis dataset with 1.9M reactions from patents (1976-2016). Task: Predict the reactants needed to synthesize the given product. (1) Given the product [CH2:3]([C:9]1([OH:12])[CH2:10][CH2:11][O:6][CH2:7][CH2:8]1)[CH:2]=[CH2:1], predict the reactants needed to synthesize it. The reactants are: [CH2:1]([Mg]Br)[CH:2]=[CH2:3].[O:6]1[CH2:11][CH2:10][C:9](=[O:12])[CH2:8][CH2:7]1. (2) Given the product [CH:1]1([N:4]2[CH:8]=[CH:7][C:6]([NH2:9])=[N:5]2)[CH2:3][CH2:2]1, predict the reactants needed to synthesize it. The reactants are: [CH:1]1([N:4]2[CH:8]=[CH:7][C:6]([N+:9]([O-])=O)=[N:5]2)[CH2:3][CH2:2]1.